From a dataset of NCI-60 drug combinations with 297,098 pairs across 59 cell lines. Regression. Given two drug SMILES strings and cell line genomic features, predict the synergy score measuring deviation from expected non-interaction effect. (1) Drug 1: C1=CC(=CC=C1CCC2=CNC3=C2C(=O)NC(=N3)N)C(=O)NC(CCC(=O)O)C(=O)O. Drug 2: COC1=NC(=NC2=C1N=CN2C3C(C(C(O3)CO)O)O)N. Cell line: MCF7. Synergy scores: CSS=29.6, Synergy_ZIP=0.846, Synergy_Bliss=-0.711, Synergy_Loewe=-15.9, Synergy_HSA=-2.51. (2) Drug 1: CN1CCC(CC1)COC2=C(C=C3C(=C2)N=CN=C3NC4=C(C=C(C=C4)Br)F)OC. Drug 2: CC12CCC3C(C1CCC2=O)CC(=C)C4=CC(=O)C=CC34C. Cell line: RPMI-8226. Synergy scores: CSS=43.8, Synergy_ZIP=0.347, Synergy_Bliss=1.35, Synergy_Loewe=-1.73, Synergy_HSA=-1.95. (3) Drug 1: CCN(CC)CCCC(C)NC1=C2C=C(C=CC2=NC3=C1C=CC(=C3)Cl)OC. Drug 2: CC1C(C(CC(O1)OC2CC(CC3=C2C(=C4C(=C3O)C(=O)C5=C(C4=O)C(=CC=C5)OC)O)(C(=O)CO)O)N)O.Cl. Cell line: HS 578T. Synergy scores: CSS=38.8, Synergy_ZIP=-2.25, Synergy_Bliss=-2.83, Synergy_Loewe=-11.6, Synergy_HSA=-0.688. (4) Drug 1: CC1OCC2C(O1)C(C(C(O2)OC3C4COC(=O)C4C(C5=CC6=C(C=C35)OCO6)C7=CC(=C(C(=C7)OC)O)OC)O)O. Drug 2: CC1=C(C=C(C=C1)C(=O)NC2=CC(=CC(=C2)C(F)(F)F)N3C=C(N=C3)C)NC4=NC=CC(=N4)C5=CN=CC=C5. Cell line: SK-OV-3. Synergy scores: CSS=9.76, Synergy_ZIP=-3.95, Synergy_Bliss=-0.933, Synergy_Loewe=-3.78, Synergy_HSA=-1.02. (5) Drug 1: CCC1=CC2CC(C3=C(CN(C2)C1)C4=CC=CC=C4N3)(C5=C(C=C6C(=C5)C78CCN9C7C(C=CC9)(C(C(C8N6C)(C(=O)OC)O)OC(=O)C)CC)OC)C(=O)OC.C(C(C(=O)O)O)(C(=O)O)O. Drug 2: CC1=CC=C(C=C1)C2=CC(=NN2C3=CC=C(C=C3)S(=O)(=O)N)C(F)(F)F. Cell line: NCI/ADR-RES. Synergy scores: CSS=2.42, Synergy_ZIP=-2.02, Synergy_Bliss=-0.935, Synergy_Loewe=0.280, Synergy_HSA=0.0486. (6) Drug 1: COC1=NC(=NC2=C1N=CN2C3C(C(C(O3)CO)O)O)N. Drug 2: CCC1(CC2CC(C3=C(CCN(C2)C1)C4=CC=CC=C4N3)(C5=C(C=C6C(=C5)C78CCN9C7C(C=CC9)(C(C(C8N6C)(C(=O)OC)O)OC(=O)C)CC)OC)C(=O)OC)O.OS(=O)(=O)O. Cell line: OVCAR-5. Synergy scores: CSS=33.1, Synergy_ZIP=-4.37, Synergy_Bliss=-0.662, Synergy_Loewe=0.882, Synergy_HSA=1.01. (7) Drug 1: CC1=C2C(C(=O)C3(C(CC4C(C3C(C(C2(C)C)(CC1OC(=O)C(C(C5=CC=CC=C5)NC(=O)OC(C)(C)C)O)O)OC(=O)C6=CC=CC=C6)(CO4)OC(=O)C)OC)C)OC. Drug 2: COC1=NC(=NC2=C1N=CN2C3C(C(C(O3)CO)O)O)N. Cell line: M14. Synergy scores: CSS=36.2, Synergy_ZIP=2.53, Synergy_Bliss=-0.676, Synergy_Loewe=-40.2, Synergy_HSA=-3.78.